This data is from Reaction yield outcomes from USPTO patents with 853,638 reactions. The task is: Predict the reaction yield, written as a fraction of the theoretical maximum amount of product (1.0 means a 100% yield; for example, 0.34 means a 34% yield). The product is [F:24][C:19]1[CH:20]=[CH:21][CH:22]=[CH:23][C:18]=1[C:13]1[C:12]([CH2:11][O:10][C:7]2[CH:8]=[CH:9][C:4]([C:3]([NH:29][CH:26]([CH3:28])[CH3:27])=[O:25])=[CH:5][N:6]=2)=[C:16]([CH3:17])[O:15][N:14]=1. The yield is 0.830. The reactants are CO[C:3](=[O:25])[C:4]1[CH:9]=[CH:8][C:7]([O:10][CH2:11][C:12]2[C:13]([C:18]3[CH:23]=[CH:22][CH:21]=[CH:20][C:19]=3[F:24])=[N:14][O:15][C:16]=2[CH3:17])=[N:6][CH:5]=1.[CH:26]([NH2:29])([CH3:28])[CH3:27]. No catalyst specified.